This data is from Full USPTO retrosynthesis dataset with 1.9M reactions from patents (1976-2016). The task is: Predict the reactants needed to synthesize the given product. (1) Given the product [F:22][C:19]1[CH:18]=[CH:17][C:16]([C:15]([C:8]2[CH:7]=[CH:6][N:14]3[C:9]=2[CH:10]=[CH:11][CH:12]=[CH:13]3)=[O:23])=[CH:21][CH:20]=1, predict the reactants needed to synthesize it. The reactants are: C(OC([C:6]1[N:14]2[C:9]([CH:10]=[CH:11][CH:12]=[CH:13]2)=[C:8]([C:15](=[O:23])[C:16]2[CH:21]=[CH:20][C:19]([F:22])=[CH:18][CH:17]=2)[CH:7]=1)=O)C.[OH-].[K+]. (2) Given the product [CH2:12]([O:14][C:15]1[C:20]([O:21][CH3:22])=[CH:19][C:18]([B:33]([OH:38])[OH:34])=[CH:17][C:16]=1[O:24][CH3:25])[CH3:13], predict the reactants needed to synthesize it. The reactants are: C([Li])CCC.CCCCCC.[CH2:12]([O:14][C:15]1[C:20]([O:21][CH3:22])=[CH:19][C:18](I)=[CH:17][C:16]=1[O:24][CH3:25])[CH3:13].C(=O)=O.CC(C)=O.[B:33](OC(C)C)([O:38]C(C)C)[O:34]C(C)C. (3) The reactants are: [Cl:1][C:2]1[CH:3]=[C:4]([CH:7]=[CH:8][C:9]=1[NH2:10])[CH2:5][NH2:6].[I:11]Cl. Given the product [Cl:1][C:2]1[CH:3]=[C:4]([CH:7]=[C:8]([I:11])[C:9]=1[NH2:10])[CH2:5][NH2:6], predict the reactants needed to synthesize it. (4) Given the product [Cl:1][C:2]1[CH:7]=[CH:6][C:5]([C@@H:8]([C@@H:9]2[CH2:13][CH2:12][NH:11][CH2:10]2)[N:21]2[CH:26]=[CH:25][C:24]([C:27]3[CH:32]=[CH:31][N:30]=[C:29]([NH:45][CH:42]4[CH2:43][CH2:44][O:39][CH2:40][CH2:41]4)[N:28]=3)=[CH:23][C:22]2=[O:37])=[CH:4][C:3]=1[F:38], predict the reactants needed to synthesize it. The reactants are: [Cl:1][C:2]1[CH:7]=[CH:6][C:5]([C@H:8]([N:21]2[CH:26]=[CH:25][C:24]([C:27]3[CH:32]=[CH:31][N:30]=[C:29](S(C)(=O)=O)[N:28]=3)=[CH:23][C:22]2=[O:37])[C@@H:9]2[CH2:13][CH2:12][N:11](C(OC(C)(C)C)=O)[CH2:10]2)=[CH:4][C:3]=1[F:38].[O:39]1[CH2:44][CH2:43][CH:42]([NH2:45])[CH2:41][CH2:40]1. (5) Given the product [F:21][C:18]1[CH:19]=[CH:20][C:15]([CH2:14][N:11]2[CH2:12][CH2:13][NH:8][CH2:9][CH2:10]2)=[CH:16][CH:17]=1, predict the reactants needed to synthesize it. The reactants are: C(OC([N:8]1[CH2:13][CH2:12][N:11]([CH2:14][C:15]2[CH:20]=[CH:19][C:18]([F:21])=[CH:17][CH:16]=2)[CH2:10][CH2:9]1)=O)(C)(C)C.FC(F)(F)C(O)=O. (6) Given the product [NH2:11][C:7]1[CH:6]=[C:5]2[C:10](=[CH:9][CH:8]=1)[N:2]([CH3:1])[CH:3]=[C:4]2[CH:14]1[CH2:18][CH2:17][N:16]([C:19]([O:21][C:22]([CH3:25])([CH3:24])[CH3:23])=[O:20])[CH2:15]1, predict the reactants needed to synthesize it. The reactants are: [CH3:1][N:2]1[C:10]2[C:5](=[CH:6][C:7]([N+:11]([O-])=O)=[CH:8][CH:9]=2)[C:4]([C:14]2[CH:18]=[CH:17][N:16]([C:19]([O:21][C:22]([CH3:25])([CH3:24])[CH3:23])=[O:20])[CH:15]=2)=[CH:3]1.